From a dataset of Reaction yield outcomes from USPTO patents with 853,638 reactions. Predict the reaction yield, written as a fraction of the theoretical maximum amount of product (1.0 means a 100% yield; for example, 0.34 means a 34% yield). (1) The reactants are Br[C:2]1[C:3]2[C:8]([CH:9]=[C:10]3[C:15]=1[CH:14]=[CH:13][CH:12]=[CH:11]3)=[CH:7][CH:6]=[CH:5][CH:4]=2.CCCCCC.C([Li])CCC.[B:27](OC)([O:30]C)[O:28]C.Cl. The catalyst is C1(C)C=CC=CC=1.O1CCCC1. The product is [CH:14]1[C:15]2[C:10](=[CH:9][C:8]3[C:3]([C:2]=2[B:27]([OH:30])[OH:28])=[CH:4][CH:5]=[CH:6][CH:7]=3)[CH:11]=[CH:12][CH:13]=1. The yield is 0.730. (2) The reactants are [Cl-].O[NH3+:3].[C:4](=[O:7])([O-])[OH:5].[Na+].CS(C)=O.[CH3:13][C:14]1[CH:19]=[C:18]([CH3:20])[N:17]=[CH:16][C:15]=1[O:21][C:22]1[C:27](=[O:28])[N:26]([CH2:29][C:30]2[CH:35]=[CH:34][C:33]([C:36]3[C:37]([C:42]#[N:43])=[CH:38][CH:39]=[CH:40][CH:41]=3)=[CH:32][CH:31]=2)[C:25]([CH2:44][CH2:45][CH3:46])=[N:24][C:23]=1[CH2:47][CH3:48]. The catalyst is C(OCC)(=O)C. The product is [CH3:13][C:14]1[CH:19]=[C:18]([CH3:20])[N:17]=[CH:16][C:15]=1[O:21][C:22]1[C:27](=[O:28])[N:26]([CH2:29][C:30]2[CH:35]=[CH:34][C:33]([C:36]3[CH:41]=[CH:40][CH:39]=[CH:38][C:37]=3[C:42]3[NH:3][C:4](=[O:7])[O:5][N:43]=3)=[CH:32][CH:31]=2)[C:25]([CH2:44][CH2:45][CH3:46])=[N:24][C:23]=1[CH2:47][CH3:48]. The yield is 0.600.